Dataset: Merck oncology drug combination screen with 23,052 pairs across 39 cell lines. Task: Regression. Given two drug SMILES strings and cell line genomic features, predict the synergy score measuring deviation from expected non-interaction effect. (1) Drug 1: O=C(O)C1(Cc2cccc(Nc3nccs3)n2)CCC(Oc2cccc(Cl)c2F)CC1. Drug 2: CCc1c2c(nc3ccc(O)cc13)-c1cc3c(c(=O)n1C2)COC(=O)C3(O)CC. Cell line: SW620. Synergy scores: synergy=-3.60. (2) Drug 1: O=S1(=O)NC2(CN1CC(F)(F)F)C1CCC2Cc2cc(C=CCN3CCC(C(F)(F)F)CC3)ccc2C1. Drug 2: CS(=O)(=O)CCNCc1ccc(-c2ccc3ncnc(Nc4ccc(OCc5cccc(F)c5)c(Cl)c4)c3c2)o1. Cell line: T47D. Synergy scores: synergy=22.2.